From a dataset of Reaction yield outcomes from USPTO patents with 853,638 reactions. Predict the reaction yield, written as a fraction of the theoretical maximum amount of product (1.0 means a 100% yield; for example, 0.34 means a 34% yield). (1) The reactants are [CH3:1][O:2][C:3](=[O:15])[CH:4]([OH:14])[C:5]1[CH:10]=[CH:9][CH:8]=[C:7]([N+:11]([O-])=O)[CH:6]=1.[C:16](O[C:16]([O:18][C:19]([CH3:22])([CH3:21])[CH3:20])=[O:17])([O:18][C:19]([CH3:22])([CH3:21])[CH3:20])=[O:17]. The catalyst is CO.[Pd]. The product is [CH3:1][O:2][C:3](=[O:15])[CH:4]([OH:14])[C:5]1[CH:10]=[CH:9][CH:8]=[C:7]([NH:11][C:16]([O:18][C:19]([CH3:22])([CH3:21])[CH3:20])=[O:17])[CH:6]=1. The yield is 0.840. (2) The reactants are [CH3:1][NH:2][C:3]1[CH:8]=[CH:7][C:6]([N+:9]([O-:11])=[O:10])=[CH:5][CH:4]=1.[Br:12]Br.C([O-])(O)=O.[Na+]. The catalyst is CC(O)=O.C(Cl)(Cl)Cl. The product is [Br:12][C:4]1[CH:5]=[C:6]([N+:9]([O-:11])=[O:10])[CH:7]=[CH:8][C:3]=1[NH:2][CH3:1].[Br:12][C:4]1[CH:5]=[C:6]([N+:9]([O-:11])=[O:10])[CH:7]=[CH:8][C:3]=1[NH:2][CH3:1]. The yield is 0.990.